Dataset: Catalyst prediction with 721,799 reactions and 888 catalyst types from USPTO. Task: Predict which catalyst facilitates the given reaction. (1) Reactant: COC1C=CC(C[N:8]([C:38]2[S:42][N:41]=[CH:40][N:39]=2)[S:9]([C:12]2[CH:13]=[C:14]3[C:19](=[CH:20][CH:21]=2)[C:18]([C:22]2[CH:27]=[CH:26][C:25]([C:28]([F:31])([F:30])[F:29])=[CH:24][C:23]=2[C:32]2[CH:37]=[CH:36][N:35]=[CH:34][CH:33]=2)=[N:17][CH:16]=[CH:15]3)(=[O:11])=[O:10])=CC=1.C(O)(C(F)(F)F)=O. Product: [N:35]1[CH:34]=[CH:33][C:32]([C:23]2[CH:24]=[C:25]([C:28]([F:30])([F:29])[F:31])[CH:26]=[CH:27][C:22]=2[C:18]2[C:19]3[C:14](=[CH:13][C:12]([S:9]([NH:8][C:38]4[S:42][N:41]=[CH:40][N:39]=4)(=[O:11])=[O:10])=[CH:21][CH:20]=3)[CH:15]=[CH:16][N:17]=2)=[CH:37][CH:36]=1. The catalyst class is: 2. (2) Reactant: C([O:3][C:4](=[O:22])/[C:5](/[CH3:21])=[CH:6]/[C:7]1[CH:12]=[CH:11][C:10]([O:13][CH3:14])=[C:9]([O:15][CH:16]2[CH2:20][CH2:19][CH2:18][CH2:17]2)[CH:8]=1)C.O[Li].O. The catalyst class is: 24. Product: [CH:16]1([O:15][C:9]2[CH:8]=[C:7](/[CH:6]=[C:5](\[CH3:21])/[C:4]([OH:22])=[O:3])[CH:12]=[CH:11][C:10]=2[O:13][CH3:14])[CH2:17][CH2:18][CH2:19][CH2:20]1. (3) Reactant: [CH3:1][C:2]1([CH3:24])[C:11]2[CH2:10][O:9][CH:8]=[CH:7][C:6]3=[CH:12][CH:13]([CH2:15][NH:16][C:17](=[O:23])[O:18][C:19]([CH3:22])([CH3:21])[CH3:20])[O:14][B:4]([C:5]=23)[O:3]1.C1C(=O)N([Cl:32])C(=O)C1. Product: [Cl:32][C:12]1[C@H:13]([CH2:15][NH:16][C:17](=[O:23])[O:18][C:19]([CH3:22])([CH3:21])[CH3:20])[O:14][B:4]2[C:5]3[C:6]=1[CH:7]=[CH:8][O:9][CH2:10][C:11]=3[C:2]([CH3:24])([CH3:1])[O:3]2. The catalyst class is: 68. (4) Reactant: [CH2:1]([O:3][CH:4]([S:47][CH2:48][CH3:49])[C@@H:5]1[CH2:9][CH2:8][CH2:7][N:6]1[C:10](=[O:46])[C:11]1[CH:16]=[C:15]([O:17][CH3:18])[C:14]([O:19][CH2:20][CH2:21][CH2:22][CH2:23][CH2:24][O:25][C:26]2[C:40]([O:41][CH3:42])=[CH:39][C:29]3[C:30](=[O:38])[N:31]4[CH2:37][CH2:36][CH2:35][C@H:32]4[CH2:33][NH:34][C:28]=3[CH:27]=2)=[CH:13][C:12]=1[N+:43]([O-])=O)[CH3:2].CO.Cl[Sn]Cl.C([O-])(O)=O.[Na+]. Product: [CH2:1]([O:3][CH:4]([S:47][CH2:48][CH3:49])[C@@H:5]1[CH2:9][CH2:8][CH2:7][N:6]1[C:10](=[O:46])[C:11]1[CH:16]=[C:15]([O:17][CH3:18])[C:14]([O:19][CH2:20][CH2:21][CH2:22][CH2:23][CH2:24][O:25][C:26]2[C:40]([O:41][CH3:42])=[CH:39][C:29]3[C:30](=[O:38])[N:31]4[CH2:37][CH2:36][CH2:35][C@H:32]4[CH2:33][NH:34][C:28]=3[CH:27]=2)=[CH:13][C:12]=1[NH2:43])[CH3:2]. The catalyst class is: 4.